From a dataset of CYP2D6 inhibition data for predicting drug metabolism from PubChem BioAssay. Regression/Classification. Given a drug SMILES string, predict its absorption, distribution, metabolism, or excretion properties. Task type varies by dataset: regression for continuous measurements (e.g., permeability, clearance, half-life) or binary classification for categorical outcomes (e.g., BBB penetration, CYP inhibition). Dataset: cyp2d6_veith. (1) The result is 0 (non-inhibitor). The compound is O=C(O)C1CCC(=O)N(C2CC2)C1c1ccccc1. (2) The drug is O=C(CCn1nc(-c2ccc(Cl)cc2)ccc1=O)NCc1ccccn1. The result is 0 (non-inhibitor). (3) The drug is COc1cccc2c1OC1(C)CC2/C(=C(\C)O)C(=O)N1. The result is 0 (non-inhibitor). (4) The drug is N#C/C(=C\c1ccc(O)c(O)c1)C(N)=S. The result is 0 (non-inhibitor).